Task: Regression. Given a target protein amino acid sequence and a drug SMILES string, predict the binding affinity score between them. We predict pIC50 (pIC50 = -log10(IC50 in M); higher means more potent). Dataset: bindingdb_ic50.. Dataset: Drug-target binding data from BindingDB using IC50 measurements (1) The drug is COC(=O)c1cncc(-c2cnc3c(c2)CCCN3C(N)=O)c1. The target protein sequence is MALRAKAEVCMAAPWLSLQRAQALSTRAARAPSTVLPFEAIPQRPGSRWLRLLQIWREQGYEHLHLEVHQTFQELGPIFRNGPEWRFNRLRLNPDVLSPKAVQRFLPMVDAVARDFSQALRNKVVQNARGSLTLDVQPSIFHYTIEASNLALFGERLGLVGHSPSSASLSFLHALEVMFKSTVQLMFMPRSLSRWTSPKVWKEHFEAWDCIFQYGDNCIQKIYQELALSRPQQYTGIVAELLLNAELSLEAIKANSMELTAGSVDTTAFPLLMTLFELARNPDVQQALRQESLAAAASISEHPQKATTELPLMRAALKETLRLYPVGLFLERVVSSDLVLQNYHIPAGTLVQVFLYSLGRNPALFPRPERYNPQRWLDIRGSGKNFHNVPFGFGMRQCLGRRLAEAEMLLLLHHVLKHLQVETLTQEDIKMVYSFILRPSTFPLLTFRAIN. The pIC50 is 8.3. (2) The small molecule is NC(=O)c1[nH]cnc1-c1ccc(Cl)c(Br)c1. The target protein sequence is PISPIETVPVKLKPGMDGPKVKQWPLTEEKIKALVEICTEMEKEGKISKIGPENPYNTPVFAIKKKDSTKWRKLVDFRELNKRTQDFWEVQLGIPHPAGIKKNKSVTVLDVGDAYFSVPLDEDFRKYTAFTIPSINNETPGIRYQYNVLPQGWKGSPAIFQSSMTKILEPFKKQNPDIVIYQYMDDLYVGSDLEIGQHRTKIEELRQHLLRWGLTTPDKKHQKEPPFLWMGYELHPDKWTVQPIVLPEKDSWTVNDIQKLVGKLNWASQIYPGIKVRQLSKLLRGTKALTEVIPLTEEAELELAENREILKEPVHGVYYDPSKDLIAEIQKQGQGQWTYQIYQEPFKNLKTGKYARMRGAHTNDVKQLTEAVQKITTESIVIWGKTPKFKLPIQKETWETWWTEYWQATWIPEWEFVNTPPLVKLWYQLEKEPIVGAETFYVDGAANRETKLGKAGYVTNKGRQKVVPLTNTTNQKTELQAIYLALQDSGLEVNIVTDSQ.... The pIC50 is 4.7. (3) The small molecule is C=CC(=O)Nc1ccc(S(=O)(=O)N[C@H]2CCN(C(=O)OCc3ccccc3)C2)cc1. The target protein (Q08188) has sequence MAALGVQSINWQTAFNRQAHHTDKFSSQELILRRGQNFQVLMIMNKGLGSNERLEFIVSTGPYPSESAMTKAVFPLSNGSSGGWSAVLQASNGNTLTISISSPASAPIGRYTMALQIFSQGGISSVKLGTFILLFNPWLNVDSVFMGNHAEREEYVQEDAGIIFVGSTNRIGMIGWNFGQFEEDILSICLSILDRSLNFRRDAATDVASRNDPKYVGRVLSAMINSNDDNGVLAGNWSGTYTGGRDPRSWNGSVEILKNWKKSGFSPVRYGQCWVFAGTLNTALRSLGIPSRVITNFNSAHDTDRNLSVDVYYDPMGNPLDKGSDSVWNFHVWNEGWFVRSDLGPSYGGWQVLDATPQERSQGVFQCGPASVIGVREGDVQLNFDMPFIFAEVNADRITWLYDNTTGKQWKNSVNSHTIGRYISTKAVGSNARMDVTDKYKYPEGSDQERQVFQKALGKLKPNTPFAATSSMGLETEEQEPSIIGKLKVAGMLAVGKEVN.... The pIC50 is 4.1.